Dataset: Forward reaction prediction with 1.9M reactions from USPTO patents (1976-2016). Task: Predict the product of the given reaction. (1) Given the reactants [CH2:1]([C:3]1[CH:8]=[CH:7][C:6](B(O)O)=[CH:5][CH:4]=1)[CH3:2].Br[C:13]1[S:21][C:20]2[C:19]([NH:22][C:23]3[CH:24]=[C:25]4[C:29](=[CH:30][CH:31]=3)[NH:28][CH:27]=[CH:26]4)=[N:18][CH:17]=[N:16][C:15]=2[CH:14]=1, predict the reaction product. The product is: [CH2:1]([C:3]1[CH:8]=[CH:7][C:6]([C:13]2[S:21][C:20]3[C:19]([NH:22][C:23]4[CH:24]=[C:25]5[C:29](=[CH:30][CH:31]=4)[NH:28][CH:27]=[CH:26]5)=[N:18][CH:17]=[N:16][C:15]=3[CH:14]=2)=[CH:5][CH:4]=1)[CH3:2]. (2) The product is: [Cl:32][C:29]1[CH:30]=[C:31]2[C:26](=[C:27]([Cl:33])[CH:28]=1)[CH2:25][N:24]([CH3:34])[CH2:23][CH:22]2[C:18]1[CH:17]=[C:16]([NH:15][C:13](=[O:14])[CH2:12][CH2:11][O:10][CH2:9][CH2:8][O:7][CH2:6][CH2:5][O:4][CH2:3][CH2:2][NH:1][C:37](=[O:39])[C@H:36]([OH:35])[C@@H:47]([OH:58])[C:48]([NH:1][CH2:2][CH2:3][O:4][CH2:5][CH2:6][O:7][CH2:8][CH2:9][O:10][CH2:11][CH2:12][C:13](=[O:14])[NH:15][C:16]2[CH:21]=[CH:20][CH:19]=[C:18]([CH:63]3[C:31]4[C:65](=[C:27]([Cl:33])[CH:28]=[C:29]([Cl:32])[CH:30]=4)[CH2:64][N:61]([CH3:59])[CH2:62]3)[CH:17]=2)=[O:50])[CH:21]=[CH:20][CH:19]=1. Given the reactants [NH2:1][CH2:2][CH2:3][O:4][CH2:5][CH2:6][O:7][CH2:8][CH2:9][O:10][CH2:11][CH2:12][C:13]([NH:15][C:16]1[CH:21]=[CH:20][CH:19]=[C:18]([CH:22]2[C:31]3[C:26](=[C:27]([Cl:33])[CH:28]=[C:29]([Cl:32])[CH:30]=3)[CH2:25][N:24]([CH3:34])[CH2:23]2)[CH:17]=1)=[O:14].[OH:35][C@H:36]([C@@H:47]([OH:58])[C:48]([O:50]N1C(=O)CCC1=O)=O)[C:37]([O:39]N1C(=O)CCC1=O)=O.[CH2:59]([N:61]([CH2:64][CH3:65])[CH2:62][CH3:63])C, predict the reaction product. (3) The product is: [CH2:23]([O:22][C:20](=[O:21])[NH:11][C:8]1[CH:9]=[CH:10][C:5]([C:1]([CH3:4])([CH3:2])[CH3:3])=[C:6]([NH2:12])[CH:7]=1)[C:24]1[CH:29]=[CH:28][CH:27]=[CH:26][CH:25]=1. Given the reactants [C:1]([C:5]1[CH:10]=[CH:9][C:8]([NH2:11])=[CH:7][C:6]=1[NH2:12])([CH3:4])([CH3:3])[CH3:2].N1C=CC=CC=1.Cl[C:20]([O:22][CH2:23][C:24]1[CH:29]=[CH:28][CH:27]=[CH:26][CH:25]=1)=[O:21], predict the reaction product. (4) Given the reactants [CH:1]1[C:11]2[CH2:10][CH2:9][C:8]3[CH:12]=[CH:13][CH:14]=[CH:15][C:7]=3[N:6]([C:16](=O)[CH:17]([CH3:20])[C:18]#[N:19])[C:5]=2[CH:4]=[CH:3][CH:2]=1.B.C1COCC1.[ClH:28].[OH-].[Na+], predict the reaction product. The product is: [ClH:28].[CH:1]1[C:11]2[CH2:10][CH2:9][C:8]3[CH:12]=[CH:13][CH:14]=[CH:15][C:7]=3[N:6]([CH2:16][CH:17]([CH3:20])[CH2:18][NH2:19])[C:5]=2[CH:4]=[CH:3][CH:2]=1. (5) Given the reactants [NH2:1][C@H:2]1[CH2:6][CH2:5][N:4]([C:7]([OH:9])=[O:8])[CH2:3]1.Br[C:11]1[CH:16]=[CH:15][C:14]([F:17])=[C:13]([Cl:18])[CH:12]=1.C1C=CC(P(C2C([C:34]3C(P(C4C=CC=CC=4)C4C=CC=CC=4)=CC=[C:40]4[C:35]=3[CH:36]=CC=C4)=[C:40]3[C:35]([CH:36]=CC=C3)=[CH:34]C=2)C2C=CC=CC=2)=CC=1.CC(C)([O-])C.[Na+], predict the reaction product. The product is: [C:35]([O:8][C:7]([N:4]1[CH2:5][CH2:6][C@H:2]([NH:1][C:11]2[CH:16]=[CH:15][C:14]([F:17])=[C:13]([Cl:18])[CH:12]=2)[CH2:3]1)=[O:9])([CH3:40])([CH3:36])[CH3:34]. (6) Given the reactants [NH2:1][CH:2]([C:4]1[N:5]=[C:6]2[S:20][CH:19]=[CH:18][N:7]2[C:8](=[O:17])[C:9]=1[C:10]1[CH:15]=[CH:14][CH:13]=[C:12]([F:16])[CH:11]=1)[CH3:3].Br[C:22]1[N:30]=[CH:29][N:28]=[C:27]2[C:23]=1[N:24]=[CH:25][NH:26]2.C(N(CC)C(C)C)(C)C, predict the reaction product. The product is: [F:16][C:12]1[CH:11]=[C:10]([C:9]2[C:8](=[O:17])[N:7]3[CH:18]=[CH:19][S:20][C:6]3=[N:5][C:4]=2[CH:2]([NH:1][C:22]2[N:30]=[CH:29][N:28]=[C:27]3[C:23]=2[N:24]=[CH:25][NH:26]3)[CH3:3])[CH:15]=[CH:14][CH:13]=1. (7) Given the reactants C(SC1C=C(O)C(=O)NC=1)C1C=CC=CC=1.[Cl:17][C:18]1[CH:19]=[C:20]([CH:33]=[C:34]([F:36])[CH:35]=1)[CH2:21][S:22][C:23]1[CH:24]=[C:25]([O:31]C)[C:26]([O:29]C)=[N:27][CH:28]=1, predict the reaction product. The product is: [Cl:17][C:18]1[CH:19]=[C:20]([CH:33]=[C:34]([F:36])[CH:35]=1)[CH2:21][S:22][C:23]1[CH:24]=[C:25]([OH:31])[C:26](=[O:29])[NH:27][CH:28]=1. (8) Given the reactants Br[CH2:2][C:3]1[O:4][C:5]([C:12]2[CH:17]=[CH:16][C:15]([C:18]([F:21])([F:20])[F:19])=[CH:14][CH:13]=2)=[CH:6][C:7]=1[C:8]([O:10]C)=O.[CH3:22][O:23][C:24]1[CH:29]=[CH:28][C:27]([N:30]2[CH2:35][CH2:34][NH:33][CH2:32][CH2:31]2)=[CH:26][CH:25]=1, predict the reaction product. The product is: [CH3:22][O:23][C:24]1[CH:25]=[CH:26][C:27]([N:30]2[CH2:35][CH2:34][N:33]([CH2:2][C:3]3[O:4][C:5]([C:12]4[CH:17]=[CH:16][C:15]([C:18]([F:21])([F:20])[F:19])=[CH:14][CH:13]=4)=[CH:6][C:7]=3[CH2:8][OH:10])[CH2:32][CH2:31]2)=[CH:28][CH:29]=1. (9) Given the reactants [Cl:1][C:2]1[CH:7]=[C:6]([C:8]2[CH:13]=[N:12][CH:11]=[C:10]([CH3:14])[N:9]=2)[CH:5]=[CH:4][C:3]=1[C:15]1[C:26](=[O:27])[N:25]([CH2:28][C:29](O)=[O:30])[C:18]2[N:19]=[C:20]([NH:23][CH3:24])[N:21]=[CH:22][C:17]=2[CH:16]=1.[OH:32][CH:33]1[CH2:37][CH2:36][NH:35][CH2:34]1, predict the reaction product. The product is: [Cl:1][C:2]1[CH:7]=[C:6]([C:8]2[CH:13]=[N:12][CH:11]=[C:10]([CH3:14])[N:9]=2)[CH:5]=[CH:4][C:3]=1[C:15]1[C:26](=[O:27])[N:25]([CH2:28][C:29]([N:35]2[CH2:36][CH2:37][CH:33]([OH:32])[CH2:34]2)=[O:30])[C:18]2[N:19]=[C:20]([NH:23][CH3:24])[N:21]=[CH:22][C:17]=2[CH:16]=1. (10) Given the reactants [CH3:1][C@:2]12[C@@:19]3([CH3:20])[C@@H:10]([C@:11]4([CH3:42])[C@@H:16]([CH2:17][CH2:18]3)[C:15]([CH3:22])([CH3:21])[C:14]([C:23]3[CH2:41][C:25]5([CH2:28][C:27]([C:35]([O:37]C(C)C)=[O:36])([C:29]([O:31]C(C)C)=[O:30])[CH2:26]5)[CH:24]=3)=[CH:13][CH2:12]4)[CH2:9][CH2:8][C@@H:7]1[C@H:6]1[C@H:43]([C:46]([CH3:48])=[CH2:47])[CH2:44][CH2:45][C@:5]1([NH:49][CH2:50][CH2:51][N:52]([C:60]1[CH:65]=[CH:64][CH:63]=[CH:62][CH:61]=1)[S:53]([C:56]([F:59])([F:58])[F:57])(=[O:55])=[O:54])[CH2:4][CH2:3]2.[OH-].[Na+].Cl, predict the reaction product. The product is: [CH3:1][C@:2]12[C@@:19]3([CH3:20])[C@@H:10]([C@:11]4([CH3:42])[C@@H:16]([CH2:17][CH2:18]3)[C:15]([CH3:21])([CH3:22])[C:14]([C:23]3[CH2:41][C:25]5([CH2:26][C:27]([C:35]([OH:37])=[O:36])([C:29]([OH:31])=[O:30])[CH2:28]5)[CH:24]=3)=[CH:13][CH2:12]4)[CH2:9][CH2:8][C@@H:7]1[C@H:6]1[C@H:43]([C:46]([CH3:48])=[CH2:47])[CH2:44][CH2:45][C@:5]1([NH:49][CH2:50][CH2:51][N:52]([C:60]1[CH:61]=[CH:62][CH:63]=[CH:64][CH:65]=1)[S:53]([C:56]([F:57])([F:58])[F:59])(=[O:55])=[O:54])[CH2:4][CH2:3]2.